Dataset: Full USPTO retrosynthesis dataset with 1.9M reactions from patents (1976-2016). Task: Predict the reactants needed to synthesize the given product. (1) Given the product [Cl:27][C:28]1[CH:33]=[C:32]([Cl:34])[CH:31]=[CH:30][C:29]=1[S:35]([NH:2][CH2:3][CH2:4][CH2:5][CH2:6][NH:7][C:8]([C@@H:10]([NH:15][C:16]([C:18]1[S:19][C:20]2[CH:26]=[CH:25][CH:24]=[CH:23][C:21]=2[CH:22]=1)=[O:17])[CH2:11][CH:12]([CH3:13])[CH3:14])=[O:9])(=[O:37])=[O:36], predict the reactants needed to synthesize it. The reactants are: Cl.[NH2:2][CH2:3][CH2:4][CH2:5][CH2:6][NH:7][C:8]([C@@H:10]([NH:15][C:16]([C:18]1[S:19][C:20]2[CH:26]=[CH:25][CH:24]=[CH:23][C:21]=2[CH:22]=1)=[O:17])[CH2:11][CH:12]([CH3:14])[CH3:13])=[O:9].[Cl:27][C:28]1[CH:33]=[C:32]([Cl:34])[CH:31]=[CH:30][C:29]=1[S:35](Cl)(=[O:37])=[O:36].CCN(CC)CC. (2) Given the product [CH3:17][O:18][C:19](=[O:32])[CH:20]([C:21]1[CH:26]=[CH:25][C:24]([S:27]([CH3:30])(=[O:29])=[O:28])=[C:23]([Cl:31])[CH:22]=1)[CH2:34][C@H:35]1[CH2:40][CH2:39][CH2:38][S:37][CH2:36]1, predict the reactants needed to synthesize it. The reactants are: C([N-]C(C)C)(C)C.[Li+].CN(C)CCN(C)C.[CH3:17][O:18][C:19](=[O:32])[CH2:20][C:21]1[CH:26]=[CH:25][C:24]([S:27]([CH3:30])(=[O:29])=[O:28])=[C:23]([Cl:31])[CH:22]=1.I[CH2:34][C@@H:35]1[CH2:40][CH2:39][CH2:38][S:37][CH2:36]1. (3) Given the product [C:6]([C:5]1[CH:8]=[CH:9][C:2]([NH:1][C:10]([N:48]2[CH2:49][CH2:50][CH:45]([C:43]3[CH:42]=[CH:41][C:38]4[CH2:39][CH2:40][N:34]([CH:30]5[CH2:33][CH2:32][CH2:31]5)[CH2:35][CH2:36][C:37]=4[CH:44]=3)[CH2:46][CH2:47]2)=[O:11])=[CH:3][CH:4]=1)#[N:7], predict the reactants needed to synthesize it. The reactants are: [NH2:1][C:2]1[CH:9]=[CH:8][C:5]([C:6]#[N:7])=[CH:4][CH:3]=1.[C:10](Cl)(Cl)=[O:11].C1(C)C=CC=CC=1.C(N(C(C)C)CC)(C)C.[CH:30]1([N:34]2[CH2:40][CH2:39][C:38]3[CH:41]=[CH:42][C:43]([CH:45]4[CH2:50][CH2:49][NH:48][CH2:47][CH2:46]4)=[CH:44][C:37]=3[CH2:36][CH2:35]2)[CH2:33][CH2:32][CH2:31]1.